The task is: Predict the reactants needed to synthesize the given product.. This data is from Full USPTO retrosynthesis dataset with 1.9M reactions from patents (1976-2016). (1) Given the product [Cl:1][C:2]1[CH:7]=[CH:6][CH:5]=[C:4]([F:8])[C:3]=1[C:9]1[C:13]([C:14]2[O:15][C:36]([C:35]([F:46])([F:45])[F:34])=[N:17][N:16]=2)=[C:12]([C:18]2[C:19]([C:30]([F:32])([F:33])[F:31])=[N:20][N:21]([C:23]3[CH:28]=[CH:27][CH:26]=[C:25]([F:29])[CH:24]=3)[CH:22]=2)[O:11][N:10]=1, predict the reactants needed to synthesize it. The reactants are: [Cl:1][C:2]1[CH:7]=[CH:6][CH:5]=[C:4]([F:8])[C:3]=1[C:9]1[C:13]([C:14]([NH:16][NH2:17])=[O:15])=[C:12]([C:18]2[C:19]([C:30]([F:33])([F:32])[F:31])=[N:20][N:21]([C:23]3[CH:28]=[CH:27][CH:26]=[C:25]([F:29])[CH:24]=3)[CH:22]=2)[O:11][N:10]=1.[F:34][C:35]([F:46])([F:45])[C:36](O[C:36](=O)[C:35]([F:46])([F:45])[F:34])=O.O1C=NN=C1. (2) The reactants are: [Br:1][C:2]1[CH:3]=[C:4](C=O)[S:5][C:6]=1[N+:7]([O-:9])=[O:8].[Cl-].[NH4+].[CH:14]([O:21][CH2:22][CH3:23])([O:18][CH2:19][CH3:20])OCC. Given the product [Br:1][C:2]1[CH:3]=[C:4]([CH:14]([O:18][CH2:19][CH3:20])[O:21][CH2:22][CH3:23])[S:5][C:6]=1[N+:7]([O-:9])=[O:8], predict the reactants needed to synthesize it. (3) The reactants are: [CH3:1][C:2]1[C:7]([C:8]([OH:10])=[O:9])=[CH:6][N:5]=[CH:4][CH:3]=1.OS(O)(=O)=O.[CH3:16]O. Given the product [CH3:1][C:2]1[C:7]([C:8]([O:10][CH3:16])=[O:9])=[CH:6][N:5]=[CH:4][CH:3]=1, predict the reactants needed to synthesize it.